Predict which catalyst facilitates the given reaction. From a dataset of Catalyst prediction with 721,799 reactions and 888 catalyst types from USPTO. Reactant: [H-].[Na+].[CH3:3][O:4][C:5]([C:7]1[CH:11]=[CH:10][NH:9][N:8]=1)=[O:6].[CH3:12][N:13]([CH3:18])[S:14](Cl)(=[O:16])=[O:15]. Product: [CH3:3][O:4][C:5]([C:7]1[CH:11]=[CH:10][N:9]([S:14](=[O:16])(=[O:15])[N:13]([CH3:18])[CH3:12])[N:8]=1)=[O:6]. The catalyst class is: 20.